This data is from CYP3A4 inhibition data for predicting drug metabolism from PubChem BioAssay. The task is: Regression/Classification. Given a drug SMILES string, predict its absorption, distribution, metabolism, or excretion properties. Task type varies by dataset: regression for continuous measurements (e.g., permeability, clearance, half-life) or binary classification for categorical outcomes (e.g., BBB penetration, CYP inhibition). Dataset: cyp3a4_veith. (1) The drug is [N-]=[N+]=NC[C@@H]1O[C@@H](n2cnc3c(N)ncnc32)[C@@H]2O[C@H]12. The result is 0 (non-inhibitor). (2) The compound is CN(CCc1ccc(Cl)c(Cl)c1)[C@H]1CCCC[C@H]1N1CCCC1. The result is 1 (inhibitor). (3) The drug is COc1ccc(-c2cc(C(=O)O)c3c(C)nn(-c4ccccn4)c3n2)cc1. The result is 0 (non-inhibitor). (4) The drug is CN1CCN(C(c2ccccc2)c2ccccc2)CC1. The result is 0 (non-inhibitor).